This data is from Peptide-MHC class I binding affinity with 185,985 pairs from IEDB/IMGT. The task is: Regression. Given a peptide amino acid sequence and an MHC pseudo amino acid sequence, predict their binding affinity value. This is MHC class I binding data. (1) The binding affinity (normalized) is 0.595. The peptide sequence is VDLHPASAW. The MHC is HLA-B44:02 with pseudo-sequence HLA-B44:02. (2) The peptide sequence is NIEVKLFIV. The MHC is HLA-A02:06 with pseudo-sequence HLA-A02:06. The binding affinity (normalized) is 0.529. (3) The peptide sequence is GGHGGSTFK. The MHC is HLA-A69:01 with pseudo-sequence HLA-A69:01. The binding affinity (normalized) is 0.0847. (4) The peptide sequence is DIRQDVIAM. The MHC is HLA-A02:06 with pseudo-sequence HLA-A02:06. The binding affinity (normalized) is 0.426. (5) The peptide sequence is RIYSHIAPY. The MHC is HLA-B58:01 with pseudo-sequence HLA-B58:01. The binding affinity (normalized) is 0.625. (6) The peptide sequence is HSTYFPCFTA. The MHC is Mamu-B52 with pseudo-sequence Mamu-B52. The binding affinity (normalized) is 0.386. (7) The peptide sequence is KVRKDIQQW. The MHC is HLA-B58:01 with pseudo-sequence HLA-B58:01. The binding affinity (normalized) is 0.806. (8) The peptide sequence is RRNDVARIF. The MHC is HLA-B40:01 with pseudo-sequence HLA-B40:01. The binding affinity (normalized) is 0.0847.